From a dataset of NCI-60 drug combinations with 297,098 pairs across 59 cell lines. Regression. Given two drug SMILES strings and cell line genomic features, predict the synergy score measuring deviation from expected non-interaction effect. (1) Drug 1: C1C(C(OC1N2C=C(C(=O)NC2=O)F)CO)O. Drug 2: C1CN(CCN1C(=O)CCBr)C(=O)CCBr. Cell line: HT29. Synergy scores: CSS=33.3, Synergy_ZIP=-0.706, Synergy_Bliss=2.16, Synergy_Loewe=-15.0, Synergy_HSA=5.24. (2) Drug 1: C1=CC=C(C=C1)NC(=O)CCCCCCC(=O)NO. Drug 2: COC1=C2C(=CC3=C1OC=C3)C=CC(=O)O2. Cell line: BT-549. Synergy scores: CSS=0.0860, Synergy_ZIP=0.614, Synergy_Bliss=-0.324, Synergy_Loewe=-49.1, Synergy_HSA=-6.63. (3) Drug 1: CC1=C2C(C(=O)C3(C(CC4C(C3C(C(C2(C)C)(CC1OC(=O)C(C(C5=CC=CC=C5)NC(=O)OC(C)(C)C)O)O)OC(=O)C6=CC=CC=C6)(CO4)OC(=O)C)OC)C)OC. Drug 2: CS(=O)(=O)OCCCCOS(=O)(=O)C. Cell line: NCIH23. Synergy scores: CSS=22.2, Synergy_ZIP=-10.3, Synergy_Bliss=-11.2, Synergy_Loewe=-31.6, Synergy_HSA=-9.62. (4) Drug 1: CCC1(CC2CC(C3=C(CCN(C2)C1)C4=CC=CC=C4N3)(C5=C(C=C6C(=C5)C78CCN9C7C(C=CC9)(C(C(C8N6C=O)(C(=O)OC)O)OC(=O)C)CC)OC)C(=O)OC)O.OS(=O)(=O)O. Drug 2: C1=NC2=C(N=C(N=C2N1C3C(C(C(O3)CO)O)O)F)N. Cell line: CAKI-1. Synergy scores: CSS=46.8, Synergy_ZIP=-13.4, Synergy_Bliss=-2.05, Synergy_Loewe=-1.47, Synergy_HSA=-0.823. (5) Drug 1: CC(C)NC(=O)C1=CC=C(C=C1)CNNC.Cl. Drug 2: CC1C(C(CC(O1)OC2CC(CC3=C2C(=C4C(=C3O)C(=O)C5=CC=CC=C5C4=O)O)(C(=O)C)O)N)O. Cell line: HS 578T. Synergy scores: CSS=40.9, Synergy_ZIP=-3.51, Synergy_Bliss=-3.01, Synergy_Loewe=-28.1, Synergy_HSA=-1.06.